This data is from Catalyst prediction with 721,799 reactions and 888 catalyst types from USPTO. The task is: Predict which catalyst facilitates the given reaction. (1) Reactant: [CH2:1]([O:3][C:4](=[O:8])[CH2:5][C:6]#[N:7])[CH3:2].C(N(CC)CC)C.[CH:16]1([N:19]=[C:20]=[S:21])[CH2:18][CH2:17]1.Cl. Product: [CH2:1]([O:3][C:4](=[O:8])[CH:5]([C:6]#[N:7])[C:20](=[S:21])[NH:19][CH:16]1[CH2:18][CH2:17]1)[CH3:2]. The catalyst class is: 14. (2) Reactant: [CH3:1][O:2][C:3]1[CH:4]=[C:5]2[C:10](=[CH:11][C:12]=1[O:13][CH3:14])[N:9]=[CH:8][CH:7]=[C:6]2[O:15][C:16]1[C:22]([CH3:23])=[CH:21][C:19]([NH2:20])=[C:18]([CH3:24])[CH:17]=1.[C:25]1([CH3:31])[CH:30]=[CH:29][CH:28]=[CH:27][CH:26]=1.C(N(CC)CC)C.ClC(Cl)([O:42][C:43](=[O:49])OC(Cl)(Cl)Cl)Cl.COC1C=[CH:63][C:56]([CH:57](O)C(C)(C)C)=[CH:55]C=1. Product: [CH3:1][O:2][C:3]1[CH:4]=[C:5]2[C:10](=[CH:11][C:12]=1[O:13][CH3:14])[N:9]=[CH:8][CH:7]=[C:6]2[O:15][C:16]1[C:22]([CH3:23])=[CH:21][C:19]([NH:20][C:43](=[O:49])[O:42][CH2:31][C:25]2[CH:30]=[CH:29][C:28]([C:56]([CH3:63])([CH3:57])[CH3:55])=[CH:27][CH:26]=2)=[C:18]([CH3:24])[CH:17]=1. The catalyst class is: 2. (3) Reactant: Br[C:2]1[C:7]([CH3:8])=[CH:6][C:5]([O:9][CH2:10][CH2:11][CH2:12][S:13]([CH3:16])(=[O:15])=[O:14])=[CH:4][C:3]=1[CH3:17].[B:18]1([B:18]2[O:22][C:21]([CH3:24])([CH3:23])[C:20]([CH3:26])([CH3:25])[O:19]2)[O:22][C:21]([CH3:24])([CH3:23])[C:20]([CH3:26])([CH3:25])[O:19]1.C([O-])(=O)C.[K+]. Product: [CH3:17][C:3]1[CH:4]=[C:5]([O:9][CH2:10][CH2:11][CH2:12][S:13]([CH3:16])(=[O:15])=[O:14])[CH:6]=[C:7]([CH3:8])[C:2]=1[B:18]1[O:22][C:21]([CH3:24])([CH3:23])[C:20]([CH3:26])([CH3:25])[O:19]1. The catalyst class is: 873. (4) Reactant: [C:1]([O:5][C:6]([NH:8][C@@H:9]1[CH2:13][CH2:12][C@:11]([CH:17]([CH3:19])[CH3:18])([C:14]([OH:16])=O)[CH2:10]1)=[O:7])([CH3:4])([CH3:3])[CH3:2].Cl.[F:21][C:22]([F:37])([F:36])[C:23]1[CH:28]=[CH:27][CH:26]=[CH:25][C:24]=1[C:29]1([OH:35])[CH2:34][CH2:33][NH:32][CH2:31][CH2:30]1.C(N(CC)CC)C.F[P-](F)(F)(F)(F)F.N1(O[P+](N2CCCC2)(N2CCCC2)N2CCCC2)C2C=CC=CC=2N=N1. Product: [C:1]([O:5][C:6](=[O:7])[NH:8][C@@H:9]1[CH2:13][CH2:12][C@@:11]([C:14]([N:32]2[CH2:33][CH2:34][C:29]([OH:35])([C:24]3[CH:25]=[CH:26][CH:27]=[CH:28][C:23]=3[C:22]([F:36])([F:37])[F:21])[CH2:30][CH2:31]2)=[O:16])([CH:17]([CH3:19])[CH3:18])[CH2:10]1)([CH3:2])([CH3:3])[CH3:4]. The catalyst class is: 2. (5) Reactant: [F:1][C:2]([F:23])([F:22])[S:3]([NH:6][CH2:7][CH2:8][CH2:9][N:10]1[CH2:20][C:19]2[N:21]3[C:12](=[CH:13][N:14]=[C:15]3[CH:16]=[CH:17][CH:18]=2)[CH2:11]1)(=[O:5])=[O:4].[ClH:24]. Product: [ClH:24].[ClH:24].[F:22][C:2]([F:1])([F:23])[S:3]([NH:6][CH2:7][CH2:8][CH2:9][N:10]1[CH2:20][C:19]2[N:21]3[C:12](=[CH:13][N:14]=[C:15]3[CH:16]=[CH:17][CH:18]=2)[CH2:11]1)(=[O:4])=[O:5]. The catalyst class is: 8. (6) Reactant: [Br:1][C:2]1[CH:3]=[C:4]2[C:9](=[CH:10][CH:11]=1)[N:8]=[C:7](Cl)[N:6]=[CH:5]2.[NH2:13][C@@H:14]1[CH2:18][CH2:17][CH2:16][C@@H:15]1[NH:19][C:20](=[O:26])[O:21][C:22]([CH3:25])([CH3:24])[CH3:23]. Product: [Br:1][C:2]1[CH:3]=[C:4]2[C:9](=[CH:10][CH:11]=1)[N:8]=[C:7]([NH:13][C@@H:14]1[CH2:18][CH2:17][CH2:16][C@@H:15]1[NH:19][C:20](=[O:26])[O:21][C:22]([CH3:24])([CH3:23])[CH3:25])[N:6]=[CH:5]2. The catalyst class is: 12. (7) Reactant: [NH2:1][CH:2]([CH2:12][C:13]1[CH:18]=[CH:17][C:16]([C:19]([CH3:22])([CH3:21])[CH3:20])=[CH:15][CH:14]=1)[CH:3]([C:5]1[CH:10]=[CH:9][CH:8]=[C:7]([Cl:11])[CH:6]=1)[OH:4].[Cl:23][C:24]1[CH:33]=[CH:32][CH:31]=[C:30]2[C:25]=1[CH:26]=[CH:27][CH:28]=[C:29]2[C:34](O)=[O:35].Cl.C(N=C=NCCCN(C)C)C.O.ON1C2C=CC=CC=2N=N1. Product: [C:19]([C:16]1[CH:15]=[CH:14][C:13]([CH2:12][CH:2]([NH:1][C:34]([C:29]2[C:30]3[C:25](=[C:24]([Cl:23])[CH:33]=[CH:32][CH:31]=3)[CH:26]=[CH:27][CH:28]=2)=[O:35])[CH:3]([C:5]2[CH:10]=[CH:9][CH:8]=[C:7]([Cl:11])[CH:6]=2)[OH:4])=[CH:18][CH:17]=1)([CH3:22])([CH3:21])[CH3:20]. The catalyst class is: 47.